From a dataset of Reaction yield outcomes from USPTO patents with 853,638 reactions. Predict the reaction yield, written as a fraction of the theoretical maximum amount of product (1.0 means a 100% yield; for example, 0.34 means a 34% yield). (1) The reactants are Br[C:2]1[C:7](=[O:8])[N:6]([CH2:9][C:10]2[CH:15]=[CH:14][C:13]([C:16]3[C:17]([C:22]#[N:23])=[CH:18][CH:19]=[CH:20][CH:21]=3)=[CH:12][C:11]=2[F:24])[C:5]([CH2:25][CH2:26][CH3:27])=[N:4][C:3]=1[CH2:28][CH3:29].[Si:30]([O:37][CH2:38][C:39]([CH3:51])([CH3:50])[O:40][C:41]1[CH:46]=[CH:45][C:44](B(O)O)=[CH:43][CH:42]=1)([C:33]([CH3:36])([CH3:35])[CH3:34])([CH3:32])[CH3:31].C(=O)([O-])[O-].[Cs+].[Cs+].O1CCOCC1. The catalyst is C(OCC)(=O)C.C1C=CC(P(C2C=CC=CC=2)[C-]2C=CC=C2)=CC=1.C1C=CC(P(C2C=CC=CC=2)[C-]2C=CC=C2)=CC=1.Cl[Pd]Cl.[Fe+2].ClCCl. The product is [Si:30]([O:37][CH2:38][C:39]([CH3:51])([CH3:50])[O:40][C:41]1[CH:42]=[CH:43][C:44]([C:2]2[C:7](=[O:8])[N:6]([CH2:9][C:10]3[CH:15]=[CH:14][C:13]([C:16]4[C:17]([C:22]#[N:23])=[CH:18][CH:19]=[CH:20][CH:21]=4)=[CH:12][C:11]=3[F:24])[C:5]([CH2:25][CH2:26][CH3:27])=[N:4][C:3]=2[CH2:28][CH3:29])=[CH:45][CH:46]=1)([C:33]([CH3:36])([CH3:35])[CH3:34])([CH3:32])[CH3:31]. The yield is 0.900. (2) The reactants are [CH3:1][O:2][C:3]1[CH:8]=[CH:7][C:6]([NH2:9])=[C:5]([CH3:10])[CH:4]=1.CN(C)CC.[C:16](OC(=O)C)(=[O:18])[CH3:17]. The catalyst is O1CCCC1. The product is [CH3:1][O:2][C:3]1[CH:8]=[CH:7][C:6]([NH:9][C:16](=[O:18])[CH3:17])=[C:5]([CH3:10])[CH:4]=1. The yield is 0.750. (3) The reactants are [F:1][C:2]1[CH:11]=[C:10]([CH3:12])[CH:9]=[C:8]2[C:3]=1[CH2:4][CH2:5][CH2:6][C:7]2=O.CN(C)[CH:16]=[O:17].P(Br)(Br)[Br:20]. The catalyst is C(Cl)(Cl)Cl. The product is [Br:20][C:7]1[C:8]2[C:3](=[C:2]([F:1])[CH:11]=[C:10]([CH3:12])[CH:9]=2)[CH2:4][CH2:5][C:6]=1[CH:16]=[O:17]. The yield is 0.680. (4) The reactants are [C:1]([C:3]1[C:16]([NH:17][CH2:18][C:19]2[CH:24]=[C:23]([C:25]3[CH:30]=[CH:29][CH:28]=[C:27]([F:31])[CH:26]=3)[CH:22]=[CH:21][C:20]=2[F:32])=[C:15]([F:33])[CH:14]=[CH:13][C:4]=1[O:5][CH2:6][C:7]([O:9]C(C)C)=[O:8])#[N:2].[Li+].[OH-]. The catalyst is C1COCC1.O. The product is [C:1]([C:3]1[C:16]([NH:17][CH2:18][C:19]2[CH:24]=[C:23]([C:25]3[CH:30]=[CH:29][CH:28]=[C:27]([F:31])[CH:26]=3)[CH:22]=[CH:21][C:20]=2[F:32])=[C:15]([F:33])[CH:14]=[CH:13][C:4]=1[O:5][CH2:6][C:7]([OH:9])=[O:8])#[N:2]. The yield is 0.560.